Dataset: Forward reaction prediction with 1.9M reactions from USPTO patents (1976-2016). Task: Predict the product of the given reaction. Given the reactants [CH3:1][C:2]1[O:3][C:4]([C:10]2[CH:15]=[CH:14][CH:13]=[CH:12][CH:11]=2)=[CH:5][C:6]=1[C:7]([OH:9])=O.[C:16]([O:19][C:20]1C=CC(N)=C[C:21]=1CC)(=[O:18])[CH3:17].CN(C(ON1N=N[C:39]2[CH:40]=[CH:41][CH:42]=[N:43][C:38]1=2)=[N+](C)C)C.F[P-](F)(F)(F)(F)F.[CH3:53]N(C)C=O, predict the reaction product. The product is: [CH2:20]([O:19][C:16](=[O:18])[CH2:17][C:39]1[CH:38]=[CH:53][C:42]([NH:43][C:7]([C:6]2[CH:5]=[C:4]([C:10]3[CH:15]=[CH:14][CH:13]=[CH:12][CH:11]=3)[O:3][C:2]=2[CH3:1])=[O:9])=[CH:41][CH:40]=1)[CH3:21].